From a dataset of Full USPTO retrosynthesis dataset with 1.9M reactions from patents (1976-2016). Predict the reactants needed to synthesize the given product. Given the product [C:13]([O:12][C:11]([N:10]([CH2:18][C@@H:19]([C:21]1[CH:26]=[CH:25][CH:24]=[C:23]([Cl:27])[CH:22]=1)[OH:20])[CH2:9][CH2:8][C:5]1[CH:6]=[CH:7][C:2]([C:35]2[CH:36]=[CH:37][C:32]([C:30]([O:29][CH3:28])=[O:31])=[CH:33][C:34]=2[CH3:41])=[CH:3][CH:4]=1)=[O:17])([CH3:16])([CH3:15])[CH3:14], predict the reactants needed to synthesize it. The reactants are: Br[C:2]1[CH:7]=[CH:6][C:5]([CH2:8][CH2:9][N:10]([CH2:18][C@@H:19]([C:21]2[CH:26]=[CH:25][CH:24]=[C:23]([Cl:27])[CH:22]=2)[OH:20])[C:11](=[O:17])[O:12][C:13]([CH3:16])([CH3:15])[CH3:14])=[CH:4][CH:3]=1.[CH3:28][O:29][C:30]([C:32]1[CH:37]=[CH:36][C:35](B(O)O)=[C:34]([CH3:41])[CH:33]=1)=[O:31].C(=O)([O-])[O-].[Na+].[Na+].